From a dataset of Forward reaction prediction with 1.9M reactions from USPTO patents (1976-2016). Predict the product of the given reaction. Given the reactants [Cl:1][C:2]1[CH:3]=[C:4]([CH:13]2[CH2:18][CH2:17][CH2:16][CH2:15][CH2:14]2)[C:5]2[O:9][CH:8]([CH2:10][OH:11])[CH2:7][C:6]=2[CH:12]=1.[C:19]1([CH3:29])[CH:24]=[CH:23][C:22]([S:25](Cl)(=[O:27])=[O:26])=[CH:21][CH:20]=1.C(N(C(C)C)CC)(C)C, predict the reaction product. The product is: [CH3:29][C:19]1[CH:24]=[CH:23][C:22]([S:25]([O:11][CH2:10][CH:8]2[CH2:7][C:6]3[CH:12]=[C:2]([Cl:1])[CH:3]=[C:4]([CH:13]4[CH2:14][CH2:15][CH2:16][CH2:17][CH2:18]4)[C:5]=3[O:9]2)(=[O:27])=[O:26])=[CH:21][CH:20]=1.